This data is from Forward reaction prediction with 1.9M reactions from USPTO patents (1976-2016). The task is: Predict the product of the given reaction. (1) Given the reactants [OH:1][C:2]1[CH:11]=[CH:10][C:9]([N+:12]([O-:14])=[O:13])=[CH:8][C:3]=1[C:4]([O:6][CH3:7])=[O:5].[Cl:15][C:16]1[CH:17]=[C:18]([CH:22]([C:24]2[CH:29]=[CH:28][CH:27]=[CH:26][CH:25]=2)O)[CH:19]=[CH:20][CH:21]=1.C1(C)C=CC=CC=1.C1(P(C2C=CC=CC=2)C2C=CC=CC=2)C=CC=CC=1, predict the reaction product. The product is: [Cl:15][C:16]1[CH:17]=[C:18]([CH:22]([C:24]2[CH:25]=[CH:26][CH:27]=[CH:28][CH:29]=2)[O:1][C:2]2[CH:11]=[CH:10][C:9]([N+:12]([O-:14])=[O:13])=[CH:8][C:3]=2[C:4]([O:6][CH3:7])=[O:5])[CH:19]=[CH:20][CH:21]=1. (2) Given the reactants [F:1][C:2]1([F:17])[CH2:5][C:4]([CH3:16])([C:6]([O:8]CC2C=CC=CC=2)=[O:7])[CH2:3]1.[OH-].[Na+], predict the reaction product. The product is: [F:1][C:2]1([F:17])[CH2:5][C:4]([CH3:16])([C:6]([OH:8])=[O:7])[CH2:3]1. (3) Given the reactants Cl[C:2](=[O:15])[CH2:3][C:4]1[CH:13]=[CH:12][C:7]([C:8]([O:10][CH3:11])=[O:9])=[CH:6][C:5]=1[F:14].[Al+3].[Cl-].[Cl-].[Cl-].[F:20][C:21]1[CH:22]=[C:23]([O:27][CH3:28])[CH:24]=[CH:25][CH:26]=1, predict the reaction product. The product is: [F:14][C:5]1[CH:6]=[C:7]([CH:12]=[CH:13][C:4]=1[CH2:3][C:2]([C:26]1[CH:25]=[CH:24][C:23]([OH:27])=[CH:22][C:21]=1[F:20])=[O:15])[C:8]([OH:10])=[O:9].[F:14][C:5]1[CH:6]=[C:7]([CH:12]=[CH:13][C:4]=1[CH2:3][C:2]([C:26]1[CH:25]=[CH:24][C:23]([O:27][CH3:28])=[CH:22][C:21]=1[F:20])=[O:15])[C:8]([O:10][CH3:11])=[O:9]. (4) Given the reactants [CH2:1]([O:3][C:4]([C:6]1[S:10][C:9](Cl)=[N:8][C:7]=1[C:12](=[O:16])[N:13]([CH3:15])[CH3:14])=[O:5])[CH3:2].[CH2:17]([NH:19][C:20]([NH:22][C:23]1[CH:28]=[CH:27][C:26](B2OC(C)(C)C(C)(C)O2)=[CH:25][N:24]=1)=[O:21])[CH3:18].C(=O)([O-])[O-].[Cs+].[Cs+].O, predict the reaction product. The product is: [CH3:14][N:13]([CH3:15])[C:12]([C:7]1[N:8]=[C:9]([C:26]2[CH:25]=[N:24][C:23]([NH:22][C:20]([NH:19][CH2:17][CH3:18])=[O:21])=[CH:28][CH:27]=2)[S:10][C:6]=1[C:4]([O:3][CH2:1][CH3:2])=[O:5])=[O:16]. (5) Given the reactants Br[CH2:2][C:3]1[N:7]([CH3:8])[N:6]=[C:5]([N+:9]([O-:11])=[O:10])[CH:4]=1.[CH3:12][O-:13].[Na+], predict the reaction product. The product is: [CH3:12][O:13][CH2:2][C:3]1[N:7]([CH3:8])[N:6]=[C:5]([N+:9]([O-:11])=[O:10])[CH:4]=1. (6) Given the reactants [Cl:1][C:2]1[C:10]2[S:9][C:8]([S:11][C:12]3[NH:13][C:14]4[C:19]([N:20]=3)=[C:18]([NH2:21])[N:17]=[CH:16][N:15]=4)=[N:7][C:6]=2[CH:5]=[CH:4][CH:3]=1.C(=O)([O-])[O-].[Cs+].[Cs+].[Br:28][CH2:29][CH2:30]Br, predict the reaction product. The product is: [Br:28][CH2:29][CH2:30][N:13]1[C:12]([S:11][C:8]2[S:9][C:10]3[C:2]([Cl:1])=[CH:3][CH:4]=[CH:5][C:6]=3[N:7]=2)=[N:20][C:19]2[C:14]1=[N:15][CH:16]=[N:17][C:18]=2[NH2:21]. (7) Given the reactants [F:1][C:2]([F:30])([F:29])[C:3]1[CH:4]=[C:5]([CH:26]=[CH:27][CH:28]=1)[CH2:6][NH:7][C:8](=[O:25])[C:9]1[CH:14]=[CH:13][N:12]=[C:11]([C:15]2[CH:20]=[C:19](F)[CH:18]=[CH:17][C:16]=2[N+:22]([O-:24])=[O:23])[CH:10]=1.[CH2:31]([NH:33][CH2:34][CH3:35])[CH3:32].C([O-])([O-])=O.[K+].[K+], predict the reaction product. The product is: [F:1][C:2]([F:30])([F:29])[C:3]1[CH:4]=[C:5]([CH:26]=[CH:27][CH:28]=1)[CH2:6][NH:7][C:8](=[O:25])[C:9]1[CH:14]=[CH:13][N:12]=[C:11]([C:15]2[CH:20]=[C:19]([N:33]([CH2:34][CH3:35])[CH2:31][CH3:32])[CH:18]=[CH:17][C:16]=2[N+:22]([O-:24])=[O:23])[CH:10]=1.